Dataset: Peptide-MHC class I binding affinity with 185,985 pairs from IEDB/IMGT. Task: Regression. Given a peptide amino acid sequence and an MHC pseudo amino acid sequence, predict their binding affinity value. This is MHC class I binding data. (1) The peptide sequence is EERHIFLDY. The binding affinity (normalized) is 0. The MHC is HLA-A23:01 with pseudo-sequence HLA-A23:01. (2) The peptide sequence is SAETNTHGL. The MHC is H-2-Db with pseudo-sequence H-2-Db. The binding affinity (normalized) is 0.411. (3) The peptide sequence is LMARRARSL. The MHC is HLA-A02:01 with pseudo-sequence HLA-A02:01. The binding affinity (normalized) is 0.213. (4) The peptide sequence is LSTLNFNNLR. The MHC is HLA-A03:01 with pseudo-sequence HLA-A03:01. The binding affinity (normalized) is 0.240. (5) The peptide sequence is FTASVSTVV. The MHC is HLA-C05:01 with pseudo-sequence HLA-C05:01. The binding affinity (normalized) is 0.235.